Dataset: Forward reaction prediction with 1.9M reactions from USPTO patents (1976-2016). Task: Predict the product of the given reaction. Given the reactants [Cl:1][C:2]1[CH:7]=[CH:6][C:5]([S:8]([N:11]([C:15]2[C:16]([C:22]([C:24]3[CH:25]([CH3:32])[N:26]([OH:31])[CH:27]=[CH:28][C:29]=3[CH3:30])=[O:23])=[N:17][CH:18]=[C:19]([Cl:21])[CH:20]=2)COC)(=[O:10])=[O:9])=[CH:4][C:3]=1[C:33]([F:36])([F:35])[F:34], predict the reaction product. The product is: [Cl:1][C:2]1[CH:7]=[CH:6][C:5]([S:8]([NH:11][C:15]2[C:16]([C:22]([C:24]3[CH:25]([CH3:32])[N:26]([OH:31])[CH:27]=[CH:28][C:29]=3[CH3:30])=[O:23])=[N:17][CH:18]=[C:19]([Cl:21])[CH:20]=2)(=[O:9])=[O:10])=[CH:4][C:3]=1[C:33]([F:36])([F:34])[F:35].